Task: Predict the reaction yield, written as a fraction of the theoretical maximum amount of product (1.0 means a 100% yield; for example, 0.34 means a 34% yield).. Dataset: Reaction yield outcomes from USPTO patents with 853,638 reactions (1) The reactants are Cl[C:2]1[C:3]2[CH2:15][CH2:14][CH2:13][C:4]=2[N:5]=[C:6]([CH:8]2[CH2:12][CH2:11][CH2:10][CH2:9]2)[N:7]=1.[NH2:16][C:17]1[CH:25]=[CH:24][C:20]([CH2:21][CH2:22][OH:23])=[CH:19][CH:18]=1. The catalyst is CN1C(=O)CCC1.O. The product is [CH:8]1([C:6]2[N:7]=[C:2]([NH:16][C:17]3[CH:25]=[CH:24][C:20]([CH2:21][CH2:22][OH:23])=[CH:19][CH:18]=3)[C:3]3[CH2:15][CH2:14][CH2:13][C:4]=3[N:5]=2)[CH2:12][CH2:11][CH2:10][CH2:9]1. The yield is 0.510. (2) The yield is 0.760. The product is [OH:1][C:2]1[C:27]([C:26]([NH:28][CH2:29][C:30]([O:32][CH2:38][CH3:39])=[O:31])=[O:56])=[C:4]2[C:9](=[CH:10][C:11]=1[C:12]1[S:13][CH:14]=[CH:15][CH:16]=1)[N:8]=[C:7]([C:17]1[S:18][CH:19]=[CH:20][CH:21]=1)[CH:6]=[N:5]2. The reactants are [OH:1][C:2]1[C:11]([C:12]2[S:13][CH:14]=[CH:15][CH:16]=2)=[CH:10][C:9]2[N:8]=[C:7]([C:17]3[S:18][CH:19]=[CH:20][CH:21]=3)[CH:6]=[N:5][C:4]=2C=1C(O)=O.Cl.[CH2:26]([NH:28][CH2:29][C:30]([OH:32])=[O:31])[CH3:27].C(N([CH2:38][CH3:39])CC)C.C1CN([P+]([O:56]N2N=NC3C=CC=CC2=3)(N2CCCC2)N2CCCC2)CC1.F[P-](F)(F)(F)(F)F. The catalyst is CN(C)C=O. (3) The reactants are B(Br)(Br)Br.[Cl:5][C:6]1[CH:16]=[CH:15][C:14]([C:17]2[CH:26]=[CH:25][C:24]3[C:19](=[CH:20][CH:21]=[C:22]([O:27]C)[CH:23]=3)[CH:18]=2)=[CH:13][C:7]=1[C:8]([O:10][CH2:11][CH3:12])=[O:9]. The catalyst is ClCCl. The product is [Cl:5][C:6]1[CH:16]=[CH:15][C:14]([C:17]2[CH:26]=[CH:25][C:24]3[C:19](=[CH:20][CH:21]=[C:22]([OH:27])[CH:23]=3)[CH:18]=2)=[CH:13][C:7]=1[C:8]([O:10][CH2:11][CH3:12])=[O:9]. The yield is 0.990. (4) The reactants are [CH2:1]([O:15][CH:16]([CH2:29][O:30][CH2:31][CH2:32][CH2:33][CH2:34][CH2:35][CH2:36][CH2:37][CH2:38][CH2:39][CH2:40][CH2:41][CH2:42][CH2:43][CH3:44])[CH2:17]N1C(=O)C2=CC=CC=C2C1=O)[CH2:2][CH2:3][CH2:4][CH2:5][CH2:6][CH2:7][CH2:8][CH2:9][CH2:10][CH2:11][CH2:12][CH2:13][CH3:14].O.[NH2:46]N. The catalyst is C(O)C. The product is [CH2:31]([O:30][CH:29]([NH2:46])[CH:16]([O:15][CH2:1][CH2:2][CH2:3][CH2:4][CH2:5][CH2:6][CH2:7][CH2:8][CH2:9][CH2:10][CH2:11][CH2:12][CH2:13][CH3:14])[CH3:17])[CH2:32][CH2:33][CH2:34][CH2:35][CH2:36][CH2:37][CH2:38][CH2:39][CH2:40][CH2:41][CH2:42][CH2:43][CH3:44]. The yield is 0.897. (5) The reactants are [CH2:1]([O:3][C:4](=[O:28])[CH2:5][N:6]1[C:14]2[C:9](=[CH:10][C:11]([F:15])=[CH:12][CH:13]=2)[C:8]([CH2:16][C:17]2[CH:22]=[CH:21][CH:20]=[CH:19][C:18]=2[S:23]([O-])(=[O:25])=[O:24])=[C:7]1[CH3:27])[CH3:2].[Na+].[Cl:30]S(O)(=O)=O. No catalyst specified. The product is [Cl:30][S:23]([C:18]1[CH:19]=[CH:20][CH:21]=[CH:22][C:17]=1[CH2:16][C:8]1[C:9]2[C:14](=[CH:13][CH:12]=[C:11]([F:15])[CH:10]=2)[N:6]([CH2:5][C:4]([O:3][CH2:1][CH3:2])=[O:28])[C:7]=1[CH3:27])(=[O:25])=[O:24]. The yield is 0.890. (6) The reactants are [Cl:1][C:2]1[CH:3]=[C:4]([CH:12]([C:35]2[NH:39][C:38]([C:40]3[CH:45]=[CH:44][CH:43]=[CH:42][N:41]=3)=[CH:37][CH:36]=2)[CH2:13][C@H:14]2[CH2:34][CH2:33][C:16]3(O[C@H](C4C=CC=CC=4)[C@@H](C4C=CC=CC=4)[O:17]3)[CH2:15]2)[CH:5]=[CH:6][C:7]=1[S:8]([CH3:11])(=[O:10])=[O:9].Cl.C(=O)([O-])O.[Na+]. The catalyst is O1CCCC1.C(OCC)(=O)C. The product is [Cl:1][C:2]1[CH:3]=[C:4]([CH:12]([C:35]2[NH:39][C:38]([C:40]3[CH:45]=[CH:44][CH:43]=[CH:42][N:41]=3)=[CH:37][CH:36]=2)[CH2:13][C@H:14]2[CH2:34][CH2:33][C:16](=[O:17])[CH2:15]2)[CH:5]=[CH:6][C:7]=1[S:8]([CH3:11])(=[O:9])=[O:10]. The yield is 0.900. (7) The reactants are [C:1](Cl)(=[O:8])[C:2]1[CH:7]=[CH:6][CH:5]=[CH:4][CH:3]=1.[Br:10][C:11]1[S:15][CH:14]=[C:13]([CH2:16][NH:17][CH3:18])[CH:12]=1.C(N(CC)CC)C. The catalyst is O1CCCC1. The product is [Br:10][C:11]1[S:15][CH:14]=[C:13]([CH2:16][N:17]([CH3:18])[C:1](=[O:8])[C:2]2[CH:7]=[CH:6][CH:5]=[CH:4][CH:3]=2)[CH:12]=1. The yield is 0.800. (8) The reactants are [Cl:1][C:2]1[CH:10]=[C:9]([Cl:11])[CH:8]=[CH:7][C:3]=1[C:4](Cl)=[O:5].[CH2:12]([NH:19][C:20]([C:22]1[S:26][C:25]([NH2:27])=[N:24][C:23]=1[CH3:28])=[O:21])[C:13]1[CH:18]=[CH:17][CH:16]=[CH:15][CH:14]=1. No catalyst specified. The product is [CH2:12]([NH:19][C:20]([C:22]1[S:26][C:25]([NH:27][C:4](=[O:5])[C:3]2[CH:7]=[CH:8][C:9]([Cl:11])=[CH:10][C:2]=2[Cl:1])=[N:24][C:23]=1[CH3:28])=[O:21])[C:13]1[CH:18]=[CH:17][CH:16]=[CH:15][CH:14]=1. The yield is 0.210.